From a dataset of Forward reaction prediction with 1.9M reactions from USPTO patents (1976-2016). Predict the product of the given reaction. (1) Given the reactants [CH3:1][C:2]([CH3:27])([CH3:26])[CH2:3][C:4]1[N:5]=[C:6]([CH2:9][C:10]([C:13]2[CH:18]=[CH:17][C:16]([C:19]3[CH:24]=[CH:23][C:22]([F:25])=[CH:21][N:20]=3)=[CH:15][CH:14]=2)(O)[CH3:11])[NH:7][CH:8]=1.C1C=CN=CC=1.[FH:34].C[Si](C(O)C)(C)C, predict the reaction product. The product is: [CH3:1][C:2]([CH3:27])([CH3:26])[CH2:3][C:4]1[N:5]=[C:6]([CH2:9][C:10]([C:13]2[CH:18]=[CH:17][C:16]([C:19]3[CH:24]=[CH:23][C:22]([F:25])=[CH:21][N:20]=3)=[CH:15][CH:14]=2)([F:34])[CH3:11])[NH:7][CH:8]=1. (2) Given the reactants [Br:1][CH2:2][C:3]1[CH:40]=[CH:39][C:6]([CH2:7][O:8][C:9]2[CH:14]=[CH:13][C:12]([CH:15]3[N:18]([C:19]4[CH:24]=[CH:23][C:22]([F:25])=[CH:21][CH:20]=4)[C:17](=[O:26])[CH:16]3[CH2:27][CH2:28][CH:29]([C:31]3[CH:36]=[CH:35][C:34]([F:37])=[CH:33][CH:32]=3)[OH:30])=[C:11]([OH:38])[CH:10]=2)=[CH:5][CH:4]=1.[CH2:41]1[N:46]2[CH2:47][CH2:48][N:43]([CH2:44][CH2:45]2)[CH2:42]1, predict the reaction product. The product is: [Br-:1].[F:25][C:22]1[CH:23]=[CH:24][C:19]([N:18]2[C:17](=[O:26])[CH:16]([CH2:27][CH2:28][CH:29]([C:31]3[CH:32]=[CH:33][C:34]([F:37])=[CH:35][CH:36]=3)[OH:30])[CH:15]2[C:12]2[CH:13]=[CH:14][C:9]([O:8][CH2:7][C:6]3[CH:39]=[CH:40][C:3]([CH2:2][N+:43]45[CH2:48][CH2:47][N:46]([CH2:45][CH2:44]4)[CH2:41][CH2:42]5)=[CH:4][CH:5]=3)=[CH:10][C:11]=2[OH:38])=[CH:20][CH:21]=1. (3) The product is: [NH2:23][S:19]([N:14]([CH2:15][CH:9]1[CH2:10][CH2:11][CH:6]([C:4]([O:3][CH2:1][CH3:2])=[O:5])[CH2:7][CH2:8]1)[CH2:17][C:18]1[CH:10]=[CH:11][CH:6]=[CH:7][CH:8]=1)(=[O:21])=[O:20]. Given the reactants [CH2:1]([O:3][C:4]([CH:6]1[CH2:11][CH2:10][CH2:9][CH2:8][CH2:7]1)=[O:5])[CH3:2].C([N:14]([CH2:17][CH3:18])[CH2:15]C)C.[S:19]([NH2:23])(N)(=[O:21])=[O:20], predict the reaction product. (4) Given the reactants [CH:1]1([N:7]2[C:12](=[O:13])[C:11]([C:14]([NH:16][CH2:17][C:18]([O:20]CC)=[O:19])=[O:15])=[C:10]([OH:23])[N:9]([CH:24]3[CH2:29][CH2:28][CH2:27][N:26](C(OCC4C=CC=CC=4)=O)[CH2:25]3)[C:8]2=[O:40])[CH2:6][CH2:5][CH2:4][CH2:3][CH2:2]1.C1(N2C(=O)CC(=O)N(C3CCCN(C(OCC4C=CC=CC=4)=O)C3)C2=O)CCCCC1.C(N(C(C)C)CC)(C)C.N(CC(OCC)=O)=C=O, predict the reaction product. The product is: [CH:1]1([N:7]2[C:12](=[O:13])[C:11]([C:14]([NH:16][CH2:17][C:18]([OH:20])=[O:19])=[O:15])=[C:10]([OH:23])[N:9]([CH:24]3[CH2:29][CH2:28][CH2:27][NH:26][CH2:25]3)[C:8]2=[O:40])[CH2:6][CH2:5][CH2:4][CH2:3][CH2:2]1. (5) The product is: [CH3:31][C:30]([CH:32]=[CH:19][C:18]1[CH:21]=[CH:22][CH:23]=[C:16]([C:3]2[C:2]([CH3:1])=[CH:11][C:10]3[C:9]([CH3:13])([CH3:12])[CH2:8][CH2:7][C:6]([CH3:15])([CH3:14])[C:5]=3[CH:4]=2)[CH:17]=1)=[CH:29][C:27]([OH:26])=[O:28]. Given the reactants [CH3:1][C:2]1[C:3]([C:16]2[CH:17]=[C:18]([CH:21]=[CH:22][CH:23]=2)[CH:19]=O)=[CH:4][C:5]2[C:6]([CH3:15])([CH3:14])[CH2:7][CH2:8][C:9]([CH3:13])([CH3:12])[C:10]=2[CH:11]=1.CC[O:26][C:27](/[CH:29]=[C:30](/[CH2:32]P(OCC)(OCC)=O)\[CH3:31])=[O:28], predict the reaction product. (6) Given the reactants [F:1][CH:2]([F:35])[O:3][C:4]1[N:8]([CH3:9])[N:7]=[C:6]([C:10]([F:13])([F:12])[F:11])[C:5]=1[C:14]1[C:23](=[O:24])[N:22]([CH2:25][CH:26]([F:28])[F:27])[C:17]2=[N:18][CH:19]=[CH:20][N:21]=[C:16]2[C:15]=1[O:29]C(=O)C(C)C.[OH-].[Na+].Cl, predict the reaction product. The product is: [F:35][CH:2]([F:1])[O:3][C:4]1[N:8]([CH3:9])[N:7]=[C:6]([C:10]([F:12])([F:13])[F:11])[C:5]=1[C:14]1[C:23](=[O:24])[N:22]([CH2:25][CH:26]([F:27])[F:28])[C:17]2=[N:18][CH:19]=[CH:20][N:21]=[C:16]2[C:15]=1[OH:29].